Dataset: Catalyst prediction with 721,799 reactions and 888 catalyst types from USPTO. Task: Predict which catalyst facilitates the given reaction. (1) Reactant: [Cl:1][C:2]1[CH:7]=[CH:6][C:5]([C@@:8]2([OH:16])[CH2:13][CH2:12][NH:11][CH2:10][C:9]2([CH3:15])[CH3:14])=[CH:4][CH:3]=1.[NH:17]([C:25]([O:27][C:28]([CH3:31])([CH3:30])[CH3:29])=[O:26])[C@@H:18]([C:22](O)=[O:23])[CH:19]([CH3:21])[CH3:20].C(Cl)CCl.C1C=CC2N(O)N=NC=2C=1.C(N(CC)CC)C. Product: [Cl:1][C:2]1[CH:7]=[CH:6][C:5]([C@@:8]2([OH:16])[CH2:13][CH2:12][N:11]([C:22](=[O:23])[C@H:18]([NH:17][C:25](=[O:26])[O:27][C:28]([CH3:31])([CH3:30])[CH3:29])[CH:19]([CH3:21])[CH3:20])[CH2:10][C:9]2([CH3:14])[CH3:15])=[CH:4][CH:3]=1. The catalyst class is: 2. (2) Reactant: [C:1]1([C@H:7]([NH:15][C:16]([NH:18][C:19]2[CH:24]=[CH:23][C:22]([C:25]3[CH:30]=[CH:29][N:28]=[CH:27][CH:26]=3)=[CH:21][CH:20]=2)=[O:17])[C:8]([O:10]C(C)(C)C)=[O:9])[CH:6]=[CH:5][CH:4]=[CH:3][CH:2]=1.[F:31][C:32]([F:37])([F:36])[C:33]([OH:35])=[O:34]. The catalyst class is: 4. Product: [F:31][C:32]([F:37])([F:36])[C:33]([OH:35])=[O:34].[C:1]1([C@H:7]([NH:15][C:16]([NH:18][C:19]2[CH:24]=[CH:23][C:22]([C:25]3[CH:26]=[CH:27][N:28]=[CH:29][CH:30]=3)=[CH:21][CH:20]=2)=[O:17])[C:8]([OH:10])=[O:9])[CH:6]=[CH:5][CH:4]=[CH:3][CH:2]=1.